From a dataset of Retrosynthesis with 50K atom-mapped reactions and 10 reaction types from USPTO. Predict the reactants needed to synthesize the given product. Given the product CC(C)N(C(=O)c1ccc(Br)c(Cl)c1)C1CCCCC1, predict the reactants needed to synthesize it. The reactants are: CC(C)NC1CCCCC1.O=C(Cl)c1ccc(Br)c(Cl)c1.